Dataset: CYP2C19 inhibition data for predicting drug metabolism from PubChem BioAssay. Task: Regression/Classification. Given a drug SMILES string, predict its absorption, distribution, metabolism, or excretion properties. Task type varies by dataset: regression for continuous measurements (e.g., permeability, clearance, half-life) or binary classification for categorical outcomes (e.g., BBB penetration, CYP inhibition). Dataset: cyp2c19_veith. The compound is C[N+]1(C)CCO[C@@](O)(c2ccc(-c3ccc([C@]4(O)C[N+](C)(C)CCO4)cc3)cc2)C1. The result is 0 (non-inhibitor).